From a dataset of Reaction yield outcomes from USPTO patents with 853,638 reactions. Predict the reaction yield, written as a fraction of the theoretical maximum amount of product (1.0 means a 100% yield; for example, 0.34 means a 34% yield). (1) The reactants are CN(C(ON1N=NC2C=CC=NC1=2)=[N+](C)C)C.F[P-](F)(F)(F)(F)F.[NH2:25][C:26]1[C:30]([NH:31][C:32]([O:34][C:35]([CH3:38])([CH3:37])[CH3:36])=[O:33])=[CH:29][S:28][CH:27]=1.[CH3:39][O:40][C:41]([C:43]1[CH:44]=[CH:45][C:46]([C:49](O)=[O:50])=[N:47][CH:48]=1)=[O:42].CN1CCOCC1. The catalyst is CN(C=O)C.C(OCC)(=O)C.O. The product is [C:35]([O:34][C:32]([NH:31][C:30]1[C:26]([NH:25][C:49]([C:46]2[CH:45]=[CH:44][C:43]([C:41]([O:40][CH3:39])=[O:42])=[CH:48][N:47]=2)=[O:50])=[CH:27][S:28][CH:29]=1)=[O:33])([CH3:38])([CH3:37])[CH3:36]. The yield is 0.670. (2) The catalyst is C(O)=O. The yield is 0.110. The reactants are [CH3:1][C:2]1[O:6][C:5]([C:7]2[CH:23]=[CH:22][C:10]([C:11]([NH:13][CH2:14][CH2:15][C:16]3[CH:17]=[N:18][CH:19]=[CH:20][CH:21]=3)=[O:12])=[CH:9][CH:8]=2)=[N:4][C:3]=1[CH2:24][S:25]([CH:28]1[CH2:33][CH2:32][NH:31][CH2:30][CH2:29]1)(=[O:27])=[O:26].[CH2:34]=O. The product is [CH3:1][C:2]1[O:6][C:5]([C:7]2[CH:8]=[CH:9][C:10]([C:11]([NH:13][CH2:14][CH2:15][C:16]3[CH:17]=[N:18][CH:19]=[CH:20][CH:21]=3)=[O:12])=[CH:22][CH:23]=2)=[N:4][C:3]=1[CH2:24][S:25]([CH:28]1[CH2:29][CH2:30][N:31]([CH3:34])[CH2:32][CH2:33]1)(=[O:27])=[O:26]. (3) The reactants are [Cl:1][C:2]1[CH:7]=[CH:6][C:5]([CH:8]([C:10]2[CH:11]=[N:12][CH:13]=[CH:14][C:15]=2[Cl:16])[OH:9])=[CH:4][CH:3]=1.C([O-])(O)=O.[Na+]. The catalyst is CC(C)=O.[O-2].[Cr+6].[O-2].[O-2]. The product is [Cl:1][C:2]1[CH:3]=[CH:4][C:5]([C:8]([C:10]2[CH:11]=[N:12][CH:13]=[CH:14][C:15]=2[Cl:16])=[O:9])=[CH:6][CH:7]=1. The yield is 0.650. (4) The reactants are [CH2:1]([O:3][C:4]([C:6]1[CH:7]=[C:8]2[C:13](=[CH:14][CH:15]=1)[NH:12][CH:11]([C:16]1[CH:21]=[CH:20][CH:19]=[C:18](Br)[CH:17]=1)[C:10]([CH3:24])([CH3:23])[CH2:9]2)=[O:5])[CH3:2].Cl.CN.Cl.[CH3:29][N:30](C)CC(O)=O.C(=O)([O-])[O-].[K+].[K+]. The catalyst is CS(C)=O.[Cu]I. The product is [CH2:1]([O:3][C:4]([C:6]1[CH:7]=[C:8]2[C:13](=[CH:14][CH:15]=1)[NH:12][CH:11]([C:16]1[CH:21]=[CH:20][CH:19]=[C:18]([NH:30][CH3:29])[CH:17]=1)[C:10]([CH3:24])([CH3:23])[CH2:9]2)=[O:5])[CH3:2]. The yield is 0.900.